Dataset: Full USPTO retrosynthesis dataset with 1.9M reactions from patents (1976-2016). Task: Predict the reactants needed to synthesize the given product. (1) Given the product [F:12][C:10]1[CH:9]=[C:8]([F:13])[CH:7]=[C:6]2[C:11]=1[C:2]([N:42]1[C:36]3[C:37](=[N:38][CH:39]=[C:34]([N:31]4[CH2:32][CH2:33][O:28][CH2:29][CH2:30]4)[CH:35]=3)[C:40]3([CH2:47][CH2:46][O:45][CH2:44][CH2:43]3)[CH2:41]1)=[C:3]([CH3:27])[C:4]([N:14]1[CH2:15][CH2:16][N:17]([C:20]([O:22][C:23]([CH3:25])([CH3:26])[CH3:24])=[O:21])[CH2:18][CH2:19]1)=[N:5]2, predict the reactants needed to synthesize it. The reactants are: Cl[C:2]1[C:11]2[C:6](=[CH:7][C:8]([F:13])=[CH:9][C:10]=2[F:12])[N:5]=[C:4]([N:14]2[CH2:19][CH2:18][N:17]([C:20]([O:22][C:23]([CH3:26])([CH3:25])[CH3:24])=[O:21])[CH2:16][CH2:15]2)[C:3]=1[CH3:27].[O:28]1[CH2:33][CH2:32][N:31]([C:34]2[CH:35]=[C:36]3[NH:42][CH2:41][C:40]4([CH2:47][CH2:46][O:45][CH2:44][CH2:43]4)[C:37]3=[N:38][CH:39]=2)[CH2:30][CH2:29]1. (2) Given the product [CH2:1]([CH2:18][NH:13][CH2:14][CH2:15][N:13]1[CH2:14][CH2:15][CH:16]([O:19][C:20](=[O:34])[NH:21][C:22]2[CH:27]=[CH:26][CH:25]=[CH:24][C:23]=2[C:28]2[CH:33]=[CH:32][CH:31]=[CH:30][CH:29]=2)[CH2:17][CH2:18]1)[C:2]1[CH:3]=[CH:4][CH:5]=[CH:6][CH:7]=1, predict the reactants needed to synthesize it. The reactants are: [CH2:1](N(C)CCO)[C:2]1[CH:7]=[CH:6][CH:5]=[CH:4][CH:3]=1.[NH:13]1[CH2:18][CH2:17][CH:16]([O:19][C:20](=[O:34])[NH:21][C:22]2[CH:27]=[CH:26][CH:25]=[CH:24][C:23]=2[C:28]2[CH:33]=[CH:32][CH:31]=[CH:30][CH:29]=2)[CH2:15][CH2:14]1. (3) Given the product [F:3][C:4]1[C:5]([NH:23][C:24]2[CH:29]=[CH:28][C:27]([I:30])=[CH:26][C:25]=2[F:31])=[C:6]([CH:14]=[C:15]([CH2:18][NH:19][CH2:20][CH2:21][OH:22])[C:16]=1[F:17])[C:7]([NH:9][O:10][CH2:11][CH2:12][OH:13])=[O:8], predict the reactants needed to synthesize it. The reactants are: [BH4-].[Na+].[F:3][C:4]1[C:5]([NH:23][C:24]2[CH:29]=[CH:28][C:27]([I:30])=[CH:26][C:25]=2[F:31])=[C:6]([CH:14]=[C:15](/[CH:18]=[N:19]/[CH2:20][CH2:21][OH:22])[C:16]=1[F:17])[C:7]([NH:9][O:10][CH2:11][CH2:12][OH:13])=[O:8]. (4) Given the product [NH2:32][C:31]1[C:26]2[CH:25]=[CH:24][N:23]([C@@H:11]3[O:12][C@H:13]([CH2:14][OH:15])[C@@H:9]([O:8][Si:1]([C:4]([CH3:7])([CH3:6])[CH3:5])([CH3:2])[CH3:3])[CH2:10]3)[C:27]=2[N:28]=[CH:29][N:30]=1, predict the reactants needed to synthesize it. The reactants are: [Si:1]([O:8][C@@H:9]1[C@@H:13]([CH2:14][O:15][Si](C(C)(C)C)(C)C)[O:12][C@@H:11]([N:23]2[C:27]3[N:28]=[CH:29][N:30]=[C:31]([NH2:32])[C:26]=3[CH:25]=[CH:24]2)[CH2:10]1)([C:4]([CH3:7])([CH3:6])[CH3:5])([CH3:3])[CH3:2].FC(F)(F)C(O)=O.O.C1(C)C=CC=CC=1. (5) Given the product [Cl:8][C:9]1[CH:10]=[C:11]([C:19]2[S:23][C:22]([N:24]3[C:32]4[CH2:31][CH2:30][N:29]([CH2:35][CH2:34][C:33]([OH:37])=[O:36])[CH2:28][C:27]=4[CH:26]=[N:25]3)=[N:21][N:20]=2)[CH:12]=[CH:13][C:14]=1[O:15][CH:16]([CH3:17])[CH3:18], predict the reactants needed to synthesize it. The reactants are: FC(F)(F)C(O)=O.[Cl:8][C:9]1[CH:10]=[C:11]([C:19]2[S:23][C:22]([N:24]3[C:32]4[CH2:31][CH2:30][NH:29][CH2:28][C:27]=4[CH:26]=[N:25]3)=[N:21][N:20]=2)[CH:12]=[CH:13][C:14]=1[O:15][CH:16]([CH3:18])[CH3:17].[C:33]([O:37]C(C)(C)C)(=[O:36])[CH:34]=[CH2:35].C(N(CC)CC)C.FC(F)(F)C(O)=O. (6) Given the product [N:1]1[CH:6]=[CH:5][C:4]([C:7]2[O:11][CH:10]=[N:9][C:8]=2[C:12]([OH:14])=[O:13])=[N:3][CH:2]=1, predict the reactants needed to synthesize it. The reactants are: [N:1]1[CH:6]=[CH:5][C:4]([C:7]2[O:11][CH:10]=[N:9][C:8]=2[C:12]([O:14]C)=[O:13])=[N:3][CH:2]=1.[Li+].[OH-]. (7) Given the product [CH3:12][C:11]12[O:10][CH:7]1[CH2:8][CH:14]([O:20][CH:19]=[CH2:18])[CH2:15][CH2:16]2, predict the reactants needed to synthesize it. The reactants are: C(=O)([O-])[O-].[Na+].[Na+].[C:7]([O:10][CH:11]=[CH2:12])(=O)[CH3:8].C[C:14]12[O:20][CH:19]1[CH2:18]C(CO)[CH2:16][CH2:15]2. (8) Given the product [Br:1][C:2]1[CH:3]=[CH:4][C:5]([CH2:6][C:7]2[N:8]([C:25]3[CH:30]=[CH:29][C:28]([N+:31]([O-:33])=[O:32])=[CH:27][CH:26]=3)[CH:9]=[C:10]([C:12]3[CH:17]=[CH:16][C:15]([C:18]([F:19])([F:21])[F:20])=[CH:14][CH:13]=3)[N:11]=2)=[CH:22][CH:23]=1, predict the reactants needed to synthesize it. The reactants are: [Br:1][C:2]1[CH:23]=[CH:22][C:5]([CH2:6][C:7]2[NH:8][CH:9]=[C:10]([C:12]3[CH:17]=[CH:16][C:15]([C:18]([F:21])([F:20])[F:19])=[CH:14][CH:13]=3)[N:11]=2)=[CH:4][CH:3]=1.F[C:25]1[CH:30]=[CH:29][C:28]([N+:31]([O-:33])=[O:32])=[CH:27][CH:26]=1.